From a dataset of Reaction yield outcomes from USPTO patents with 853,638 reactions. Predict the reaction yield, written as a fraction of the theoretical maximum amount of product (1.0 means a 100% yield; for example, 0.34 means a 34% yield). (1) The reactants are [Br:1][C:2]1[S:6][C:5]([O:7][C:8]2[CH:13]=[C:12]([O:14][CH2:15][CH2:16][O:17][CH3:18])[CH:11]=[CH:10][C:9]=2/[CH:19]=[CH:20]/[C:21]([O:23]CC)=[O:22])=[N:4][CH:3]=1.[OH-].[Na+]. The catalyst is O1CCCC1.C(O)C. The product is [Br:1][C:2]1[S:6][C:5]([O:7][C:8]2[CH:13]=[C:12]([O:14][CH2:15][CH2:16][O:17][CH3:18])[CH:11]=[CH:10][C:9]=2/[CH:19]=[CH:20]/[C:21]([OH:23])=[O:22])=[N:4][CH:3]=1. The yield is 0.930. (2) The reactants are C([O:5][C:6](=[O:20])[CH2:7][CH2:8][CH2:9][N:10]1[CH:14]=[CH:13][C:12]([C:15]([O:17][CH2:18][CH3:19])=[O:16])=[CH:11]1)(C)(C)C. The catalyst is C(Cl)Cl. The product is [CH2:18]([O:17][C:15]([C:12]1[CH:13]=[CH:14][N:10]([CH2:9][CH2:8][CH2:7][C:6]([OH:20])=[O:5])[CH:11]=1)=[O:16])[CH3:19]. The yield is 1.00. (3) The reactants are Br[C:2]([C:4]1[CH:9]=[CH:8][C:7]([O:10][CH3:11])=[C:6]([O:12][CH3:13])[CH:5]=1)=[CH2:3].[Li]C(C)(C)C.[CH:19]([CH:21]=[CH2:22])=[O:20]. No catalyst specified. The product is [CH3:13][O:12][C:6]1[CH:5]=[C:4]([C:2]([CH:19]([OH:20])[CH:21]=[CH2:22])=[CH2:3])[CH:9]=[CH:8][C:7]=1[O:10][CH3:11]. The yield is 0.420. (4) The reactants are [OH:1][C:2]1[CH:3]=[C:4]2[C:8](=[CH:9][CH:10]=1)[C:7](=[O:11])[CH2:6][CH2:5]2.[CH2:12](O)[C:13]1[CH:18]=[CH:17][CH:16]=[CH:15][CH:14]=1.C(P(CCCC)CCCC)CCC. The catalyst is O1CCCC1. The product is [C:13]1([CH2:12][O:1][C:2]2[CH:3]=[C:4]3[C:8](=[CH:9][CH:10]=2)[C:7](=[O:11])[CH2:6][CH2:5]3)[CH:18]=[CH:17][CH:16]=[CH:15][CH:14]=1. The yield is 0.970. (5) The reactants are [C:1]([C:3]1[CH:8]=[CH:7][C:6]([N:9]2[CH2:15][CH:14]([CH2:16][C:17]([NH2:19])=O)[C:13]3[O:20][N:21]=[C:22]([CH3:23])[C:12]=3[C:11]3[CH:24]=[CH:25][C:26]([C:28]4[CH:29]=[N:30][N:31]([CH3:33])[CH:32]=4)=[CH:27][C:10]2=3)=[CH:5][CH:4]=1)#[N:2].C(N(CC)C(C)C)(C)C.C(OC(C(F)(F)F)=O)(C(F)(F)F)=O. The catalyst is C(Cl)Cl.C([O-])(O)=O.[Na+]. The product is [C:17]([CH2:16][CH:14]1[CH2:15][N:9]([C:6]2[CH:5]=[CH:4][C:3]([C:1]#[N:2])=[CH:8][CH:7]=2)[C:10]2[CH:27]=[C:26]([C:28]3[CH:29]=[N:30][N:31]([CH3:33])[CH:32]=3)[CH:25]=[CH:24][C:11]=2[C:12]2[C:22]([CH3:23])=[N:21][O:20][C:13]1=2)#[N:19]. The yield is 0.140. (6) The reactants are ClC(Cl)(O[C:5](=[O:11])OC(Cl)(Cl)Cl)Cl.[Cl:13][C:14]1[CH:19]=[CH:18][C:17]([C:20]2[N:21]=[C:22]([CH:31]3[CH2:36][CH2:35][NH:34][CH2:33][CH2:32]3)[S:23][C:24]=2[C:25]2[CH:30]=[CH:29][CH:28]=[CH:27][CH:26]=2)=[CH:16][CH:15]=1.C(N(CC)CC)C.Cl.[CH3:45][NH:46][OH:47].[Cl-].[NH4+]. The catalyst is ClCCl.O. The product is [Cl:13][C:14]1[CH:19]=[CH:18][C:17]([C:20]2[N:21]=[C:22]([CH:31]3[CH2:36][CH2:35][N:34]([C:5](=[O:11])[N:46]([OH:47])[CH3:45])[CH2:33][CH2:32]3)[S:23][C:24]=2[C:25]2[CH:30]=[CH:29][CH:28]=[CH:27][CH:26]=2)=[CH:16][CH:15]=1. The yield is 0.300. (7) The reactants are [F:1][CH:2]([F:25])[O:3][C:4]1[CH:9]=[CH:8][C:7]([N:10]2[C:14](=[O:15])[C:13]3=[C:16]([N+:20]([O-:22])=[O:21])[CH:17]=[CH:18][CH:19]=[C:12]3[C:11]2=[O:23])=[C:6]([CH3:24])[CH:5]=1.[CH:26]([NH2:29])([CH3:28])[CH3:27]. The catalyst is O1CCOCC1. The product is [F:25][CH:2]([F:1])[O:3][C:4]1[CH:9]=[CH:8][C:7]([NH:10][C:11](=[O:23])[C:12]2[C:13](=[C:16]([N+:20]([O-:22])=[O:21])[CH:17]=[CH:18][CH:19]=2)[C:14]([NH:29][CH:26]([CH3:28])[CH3:27])=[O:15])=[C:6]([CH3:24])[CH:5]=1. The yield is 0.860. (8) The product is [OH:19][CH2:18][CH2:17][N:16]([CH2:20][CH2:21][OH:22])[C:2]1[CH:15]=[CH:14][C:5]([C:6]([C:8]2[CH:13]=[CH:12][CH:11]=[CH:10][CH:9]=2)=[O:7])=[CH:4][CH:3]=1. The yield is 0.620. No catalyst specified. The reactants are F[C:2]1[CH:15]=[CH:14][C:5]([C:6]([C:8]2[CH:13]=[CH:12][CH:11]=[CH:10][CH:9]=2)=[O:7])=[CH:4][CH:3]=1.[NH:16]([CH2:20][CH2:21][OH:22])[CH2:17][CH2:18][OH:19]. (9) The reactants are [Cl:1][C:2]1[CH:7]=[CH:6][C:5](B(O)O)=[CH:4][C:3]=1[C:11]([F:14])([F:13])[F:12].[C:15]([O:19][C:20](=[O:31])[NH:21][CH2:22][CH2:23][C:24]1[CH:29]=[CH:28][C:27]([OH:30])=[CH:26][CH:25]=1)([CH3:18])([CH3:17])[CH3:16].C(N(CC)CC)C.N1C=CC=CC=1. The catalyst is C(Cl)Cl.C([O-])(=O)C.[Cu+2].C([O-])(=O)C. The product is [C:15]([O:19][C:20](=[O:31])[NH:21][CH2:22][CH2:23][C:24]1[CH:29]=[CH:28][C:27]([O:30][C:5]2[CH:6]=[CH:7][C:2]([Cl:1])=[C:3]([C:11]([F:14])([F:13])[F:12])[CH:4]=2)=[CH:26][CH:25]=1)([CH3:18])([CH3:16])[CH3:17]. The yield is 0.240. (10) The reactants are [NH:1]1[C:9]2[C:4](=[CH:5][CH:6]=[CH:7][CH:8]=2)[CH2:3][CH2:2]1.[F:10][C:11]1[CH:12]=[C:13]([C@H:17]2[O:19][C@@H:18]2[CH2:20][OH:21])[CH:14]=[CH:15][CH:16]=1. The catalyst is C(OCC)(=O)C. The product is [N:1]1([C@@H:17]([C:13]2[CH:14]=[CH:15][CH:16]=[C:11]([F:10])[CH:12]=2)[C@H:18]([OH:19])[CH2:20][OH:21])[C:9]2[C:4](=[CH:5][CH:6]=[CH:7][CH:8]=2)[CH2:3][CH2:2]1. The yield is 0.750.